This data is from Reaction yield outcomes from USPTO patents with 853,638 reactions. The task is: Predict the reaction yield, written as a fraction of the theoretical maximum amount of product (1.0 means a 100% yield; for example, 0.34 means a 34% yield). (1) The catalyst is CN(C=O)C. The reactants are Cl[C:2]1[C:7]([C:8]([NH:10][CH2:11][C:12]2[CH:17]=[CH:16][CH:15]=[C:14]([F:18])[CH:13]=2)=[O:9])=[C:6]([CH3:19])[CH:5]=[C:4]([Cl:20])[N:3]=1.Cl.[CH2:22]([NH2:24])[CH3:23].C([O-])([O-])=O.[K+].[K+]. The yield is 0.130. The product is [Cl:20][C:4]1[N:3]=[C:2]([NH:24][CH2:22][CH3:23])[C:7]([C:8]([NH:10][CH2:11][C:12]2[CH:17]=[CH:16][CH:15]=[C:14]([F:18])[CH:13]=2)=[O:9])=[C:6]([CH3:19])[CH:5]=1. (2) The reactants are [F:1][C:2]([F:13])([F:12])[C:3]1[CH:8]=[CH:7][C:6]([C:9](=O)[CH3:10])=[CH:5][CH:4]=1.[NH2:14][C:15]([NH2:17])=[S:16]. No catalyst specified. The product is [NH2:17][C:15]1[S:16][CH:10]=[C:9]([C:6]2[CH:7]=[CH:8][C:3]([C:2]([F:13])([F:12])[F:1])=[CH:4][CH:5]=2)[N:14]=1. The yield is 0.775. (3) The catalyst is CN(C)C=O.CN(C)C(=O)C. The yield is 0.560. The product is [CH:37]1([C:35]([NH:34][C:32]2[N:33]=[C:28]3[CH:27]=[CH:26][C:25]([O:24][C:23]4[CH:40]=[CH:41][C:42]([F:43])=[C:21]([NH:20][C:7]([C:5]5[C:4]([CH3:10])=[N:3][N:2]([CH3:1])[CH:6]=5)=[O:8])[CH:22]=4)=[CH:30][N:29]3[N:31]=2)=[O:36])[CH2:38][CH2:39]1. The reactants are [CH3:1][N:2]1[CH:6]=[C:5]([C:7](O)=[O:8])[C:4]([CH3:10])=[N:3]1.O1CCCC1.S(Cl)(Cl)=O.[NH2:20][C:21]1[CH:22]=[C:23]([CH:40]=[CH:41][C:42]=1[F:43])[O:24][C:25]1[CH:26]=[CH:27][C:28]2[N:29]([N:31]=[C:32]([NH:34][C:35]([CH:37]3[CH2:39][CH2:38]3)=[O:36])[N:33]=2)[CH:30]=1. (4) The reactants are [OH-].[Na+].C[O:4][C:5](=[O:37])[CH2:6][O:7][C:8]1[CH:36]=[CH:35][C:11]2[NH:12][C:13]([C:18]3[C:19](=[O:34])[N:20]([CH2:29][CH2:30][CH:31]([CH3:33])[CH3:32])[C:21]4[C:26]([C:27]=3[OH:28])=[CH:25][CH:24]=[CH:23][CH:22]=4)=[N:14][S:15](=[O:17])(=[O:16])[C:10]=2[CH:9]=1.Cl.O. The catalyst is CO. The product is [OH:28][C:27]1[C:26]2[C:21](=[CH:22][CH:23]=[CH:24][CH:25]=2)[N:20]([CH2:29][CH2:30][CH:31]([CH3:33])[CH3:32])[C:19](=[O:34])[C:18]=1[C:13]1[NH:12][C:11]2[CH:35]=[CH:36][C:8]([O:7][CH2:6][C:5]([OH:37])=[O:4])=[CH:9][C:10]=2[S:15](=[O:16])(=[O:17])[N:14]=1. The yield is 0.920. (5) The reactants are [O:1]1[CH:5]=[CH:4][C:3]([CH:6]2[CH2:9][CH:8]([OH:10])[CH2:7]2)=[N:2]1.CC(OI1(OC(C)=O)(OC(C)=O)OC(=O)C2C=CC=CC1=2)=O.C([O-])(O)=O.[Na+]. The catalyst is C(Cl)Cl.[Cl-].[Na+].O. The product is [O:1]1[CH:5]=[CH:4][C:3]([CH:6]2[CH2:9][C:8](=[O:10])[CH2:7]2)=[N:2]1. The yield is 0.830. (6) The reactants are [CH:1]1[C:2]([C:10]([O:12][CH2:13][CH3:14])=[O:11])=[CH:3][N:4]2[C:9]=1[CH:8]=[CH:7][CH:6]=[CH:5]2.F[B-](F)(F)F.C1(P(C2CCCC2)C2CCCC2)CCCC1.C([O-])([O-])=O.[Cs+].[Cs+].Cl[C:43]1[CH:48]=[CH:47][CH:46]=[CH:45][N:44]=1. The catalyst is C(Cl)Cl.CC([O-])=O.CC([O-])=O.[Pd+2]. The product is [N:44]1[CH:45]=[CH:46][CH:47]=[CH:48][C:43]=1[C:3]1[N:4]2[C:9]([CH:8]=[CH:7][CH:6]=[CH:5]2)=[CH:1][C:2]=1[C:10]([O:12][CH2:13][CH3:14])=[O:11]. The yield is 0.690. (7) The reactants are [Cl:1][C:2]1[C:3]2[CH2:10][C:9](=[O:11])[NH:8][C:4]=2[N:5]=[CH:6][N:7]=1.[CH3:12][C:13]1[CH:17]=[C:16]([CH3:18])[NH:15][C:14]=1[CH:19]=O. No catalyst specified. The product is [Cl:1][C:2]1[C:3]2[C:10](=[CH:19][C:14]3[NH:15][C:16]([CH3:18])=[CH:17][C:13]=3[CH3:12])[C:9](=[O:11])[NH:8][C:4]=2[N:5]=[CH:6][N:7]=1. The yield is 0.445.